The task is: Predict the reaction yield, written as a fraction of the theoretical maximum amount of product (1.0 means a 100% yield; for example, 0.34 means a 34% yield).. This data is from Reaction yield outcomes from USPTO patents with 853,638 reactions. (1) The yield is 0.970. The product is [NH2:18][C:12]1[C:10]2[CH2:11][N:5]([S:2]([CH3:1])(=[O:4])=[O:3])[CH2:6][C:7](=[O:21])[NH:8][C:9]=2[CH:15]=[CH:14][C:13]=1[O:16][CH3:17]. No catalyst specified. The reactants are [CH3:1][S:2]([N:5]1[CH2:11][C:10]2[C:12]([N+:18]([O-])=O)=[C:13]([O:16][CH3:17])[CH:14]=[CH:15][C:9]=2[NH:8][C:7](=[O:21])[CH2:6]1)(=[O:4])=[O:3].CN(C)C=O. (2) The reactants are [C:1]([C:3]1[C:4]([C:23]([F:26])([F:25])[F:24])=[C:5]2[C:9](=[CH:10][CH:11]=1)[N:8]([CH2:12][C:13]([O:15]C(C)(C)C)=[O:14])[C:7]([CH:20]1[CH2:22][CH2:21]1)=[CH:6]2)#[N:2].C(O)(C(F)(F)F)=O. The catalyst is C(Cl)Cl. The product is [C:1]([C:3]1[C:4]([C:23]([F:26])([F:25])[F:24])=[C:5]2[C:9](=[CH:10][CH:11]=1)[N:8]([CH2:12][C:13]([OH:15])=[O:14])[C:7]([CH:20]1[CH2:22][CH2:21]1)=[CH:6]2)#[N:2]. The yield is 0.850. (3) The reactants are [Br:1][C:2]1[CH:10]=[CH:9][CH:8]=[C:7]2[C:3]=1[CH2:4][CH2:5][C:6]2=O.C(O)(C(F)(F)F)=O.[SiH](CC)(CC)CC.[NH4+].[Cl-]. The catalyst is C(Cl)Cl. The product is [Br:1][C:2]1[CH:10]=[CH:9][CH:8]=[C:7]2[C:3]=1[CH2:4][CH2:5][CH2:6]2. The yield is 0.850. (4) The catalyst is CCN(CC)CC.[Cu]I.Cl[Pd](Cl)([P](C1C=CC=CC=1)(C1C=CC=CC=1)C1C=CC=CC=1)[P](C1C=CC=CC=1)(C1C=CC=CC=1)C1C=CC=CC=1. The reactants are Br[C:2]1[C:7]([F:8])=[CH:6][CH:5]=[CH:4][C:3]=1[NH:9][C:10](=[O:14])[CH2:11][CH2:12][CH3:13].[CH3:15][C:16]([CH3:21])([CH3:20])[C:17]#[C:18]C. The yield is 0.550. The product is [CH3:15][C:16]([CH3:21])([CH3:20])[C:17]#[C:18][C:2]1[C:7]([F:8])=[CH:6][CH:5]=[CH:4][C:3]=1[NH:9][C:10](=[O:14])[CH2:11][CH2:12][CH3:13]. (5) The reactants are [Si:1]([O:8][C@H:9]1[CH2:13][CH2:12][N:11]([CH2:14][C:15]2[CH:20]=[CH:19][C:18]([C:21]3[S:29][C:28]4[C:23](=[N:24][CH:25]=[CH:26][C:27]=4Cl)[CH:22]=3)=[CH:17][CH:16]=2)[CH2:10]1)([C:4]([CH3:7])([CH3:6])[CH3:5])([CH3:3])[CH3:2].[F:31][C:32]1[CH:37]=[C:36]([N+:38]([O-:40])=[O:39])[CH:35]=[CH:34][C:33]=1[OH:41].C(=O)([O-])[O-].[K+].[K+].CO.CCOC(C)=O. The catalyst is O(C1C=CC=CC=1)C1C=CC=CC=1.C(Cl)Cl. The product is [Si:1]([O:8][C@H:9]1[CH2:13][CH2:12][N:11]([CH2:14][C:15]2[CH:20]=[CH:19][C:18]([C:21]3[S:29][C:28]4[C:23](=[N:24][CH:25]=[CH:26][C:27]=4[O:41][C:33]4[CH:34]=[CH:35][C:36]([N+:38]([O-:40])=[O:39])=[CH:37][C:32]=4[F:31])[CH:22]=3)=[CH:17][CH:16]=2)[CH2:10]1)([C:4]([CH3:7])([CH3:6])[CH3:5])([CH3:3])[CH3:2]. The yield is 0.300. (6) The reactants are [OH:1][CH2:2][CH:3]1[CH2:6][CH:5]([C:7]#[N:8])[CH2:4]1.[H-].[Na+].[CH3:11][O:12][C:13]1[CH:20]=[CH:19][C:16]([CH2:17]Cl)=[CH:15][CH:14]=1. The catalyst is CN(C=O)C.[I-].C([N+](CCCC)(CCCC)CCCC)CCC. The product is [CH3:11][O:12][C:13]1[CH:20]=[CH:19][C:16]([CH2:17][O:1][CH2:2][CH:3]2[CH2:6][CH:5]([C:7]#[N:8])[CH2:4]2)=[CH:15][CH:14]=1. The yield is 0.880.